Dataset: Full USPTO retrosynthesis dataset with 1.9M reactions from patents (1976-2016). Task: Predict the reactants needed to synthesize the given product. (1) The reactants are: C([O:3][C:4]([C:6]1([CH2:18][C:19]2[CH:24]=[CH:23][CH:22]=[CH:21][CH:20]=2)[CH2:10][CH2:9][N:8]([CH2:11][C:12]2[CH:17]=[CH:16][CH:15]=[CH:14][CH:13]=2)[CH2:7]1)=[O:5])C.[OH-].[Na+]. Given the product [CH2:11]([N:8]1[CH2:9][CH2:10][C:6]([CH2:18][C:19]2[CH:24]=[CH:23][CH:22]=[CH:21][CH:20]=2)([C:4]([OH:5])=[O:3])[CH2:7]1)[C:12]1[CH:13]=[CH:14][CH:15]=[CH:16][CH:17]=1, predict the reactants needed to synthesize it. (2) Given the product [OH:12][C:10]1[N:11]=[C:6]2[CH:5]=[CH:4][C:3]3=[N:1][N:2]=[C:30]([C:31]([NH2:33])=[O:32])[N:19]3[C:7]2=[N:8][C:9]=1[C:13]1[CH:18]=[CH:17][CH:16]=[CH:15][CH:14]=1, predict the reactants needed to synthesize it. The reactants are: [NH:1]([C:3]1[CH:4]=[CH:5][C:6]2[C:7]([N:19]=1)=[N:8][C:9]([C:13]1[CH:18]=[CH:17][CH:16]=[CH:15][CH:14]=1)=[C:10]([OH:12])[N:11]=2)[NH2:2].C1C=CC2N(O)N=NC=2C=1.[C:30](O)(=O)[C:31]([NH2:33])=[O:32].C(Cl)CCl.C(O)(C(F)(F)F)=O. (3) Given the product [Cl:20][C:21]1[C:22]([C:38]#[N:39])=[C:23]([CH:35]=[CH:36][CH:37]=1)[O:24][C:25]1[CH:26]=[CH:27][C:28]([S:31]([NH:12][CH2:11][C:4]2[C:5]3[C:10](=[CH:9][CH:8]=[CH:7][CH:6]=3)[N:1]=[CH:2][CH:3]=2)(=[O:32])=[O:33])=[CH:29][CH:30]=1, predict the reactants needed to synthesize it. The reactants are: [N:1]1[C:10]2[C:5](=[CH:6][CH:7]=[CH:8][CH:9]=2)[C:4]([CH2:11][NH2:12])=[CH:3][CH:2]=1.C(NC(C)C)(C)C.[Cl:20][C:21]1[C:22]([C:38]#[N:39])=[C:23]([CH:35]=[CH:36][CH:37]=1)[O:24][C:25]1[CH:30]=[CH:29][C:28]([S:31](Cl)(=[O:33])=[O:32])=[CH:27][CH:26]=1.Cl. (4) Given the product [Cl:8][C:9]1[N:10]=[CH:11][N:12]([C:14]2[CH:19]=[CH:18][C:17]([NH:20][C:21]3[N:38]=[C:24]4[CH:25]([C:31]5[CH:36]=[CH:35][C:34]([F:37])=[CH:33][CH:32]=5)[CH2:26][CH:27]([CH3:30])[CH2:28][CH2:29][N:23]4[N:22]=3)=[CH:16][C:15]=2[O:39][CH3:40])[CH:13]=1, predict the reactants needed to synthesize it. The reactants are: FC(F)(F)C(O)=O.[Cl:8][C:9]1[N:10]=[CH:11][N:12]([C:14]2[CH:19]=[CH:18][C:17]([NH:20][C:21]3[N:38]=[C:24]4[CH:25]([C:31]5[CH:36]=[CH:35][C:34]([F:37])=[CH:33][CH:32]=5)[CH2:26][C:27](=[CH2:30])[CH2:28][CH2:29][N:23]4[N:22]=3)=[CH:16][C:15]=2[O:39][CH3:40])[CH:13]=1. (5) The reactants are: [O:1]=[C:2]1[CH2:7][CH2:6][C:5]([C:11]2[CH:16]=[CH:15][CH:14]=[CH:13][CH:12]=2)([C:8]([OH:10])=O)[CH2:4][CH2:3]1.[F:17][C:18]([F:32])([F:31])[C:19]1[CH:20]=[C:21]([CH:24]=[C:25]([C:27]([F:30])([F:29])[F:28])[CH:26]=1)[CH2:22][NH2:23]. Given the product [O:1]=[C:2]1[CH2:3][CH2:4][C:5]([C:11]2[CH:16]=[CH:15][CH:14]=[CH:13][CH:12]=2)([C:8]([NH:23][CH2:22][C:21]2[CH:24]=[C:25]([C:27]([F:28])([F:29])[F:30])[CH:26]=[C:19]([C:18]([F:17])([F:31])[F:32])[CH:20]=2)=[O:10])[CH2:6][CH2:7]1, predict the reactants needed to synthesize it. (6) Given the product [CH2:22]([O:21][C:19]([NH:18][C:15]1[CH:16]=[CH:17][C:12]([O:11][C:9]2[CH:8]=[CH:7][N:6]=[C:5]([C:3]([OH:4])=[O:2])[CH:10]=2)=[C:13]([F:29])[CH:14]=1)=[O:20])[C:23]1[CH:24]=[CH:25][CH:26]=[CH:27][CH:28]=1, predict the reactants needed to synthesize it. The reactants are: C[O:2][C:3]([C:5]1[CH:10]=[C:9]([O:11][C:12]2[CH:17]=[CH:16][C:15]([NH:18][C:19]([O:21][CH2:22][C:23]3[CH:28]=[CH:27][CH:26]=[CH:25][CH:24]=3)=[O:20])=[CH:14][C:13]=2[F:29])[CH:8]=[CH:7][N:6]=1)=[O:4].[OH-].[Li+].Cl. (7) Given the product [CH3:9][O:8][C:1]1[CH:7]=[CH:6][CH:5]=[CH:4][C:2]=1[O:3][C:16]1[CH:17]=[CH:18][C:13]([C:11](=[O:12])[CH3:10])=[CH:14][CH:15]=1, predict the reactants needed to synthesize it. The reactants are: [C:1]1([O:8][CH3:9])[C:2](=[CH:4][CH:5]=[CH:6][CH:7]=1)[OH:3].[CH3:10][C:11]([C:13]1[CH:18]=[CH:17][C:16](F)=[CH:15][CH:14]=1)=[O:12].C(=O)([O-])[O-].[K+].[K+].O. (8) Given the product [N:29]([C:10]1[C:9]([S:8][CH2:1][C:2]2[CH:7]=[CH:6][CH:5]=[CH:4][CH:3]=2)=[CH:18][C:13]([C:14]([O:16][CH3:17])=[O:15])=[C:12]([NH:19][C:20]2[CH:25]=[CH:24][CH:23]=[CH:22][C:21]=2[Cl:26])[C:11]=1[F:27])=[N+:30]=[N-:31], predict the reactants needed to synthesize it. The reactants are: [CH2:1]([S:8][C:9]1[C:10](F)=[C:11]([F:27])[C:12]([NH:19][C:20]2[CH:25]=[CH:24][CH:23]=[CH:22][C:21]=2[Cl:26])=[C:13]([CH:18]=1)[C:14]([O:16][CH3:17])=[O:15])[C:2]1[CH:7]=[CH:6][CH:5]=[CH:4][CH:3]=1.[N-:29]=[N+:30]=[N-:31].[Na+].O. (9) Given the product [C:17]([O:16][C:14]([C:12]1[N:11]([CH2:22][C:23]2[CH:32]=[CH:31][C:26]([C:27]([O:29][CH3:30])=[O:28])=[CH:25][N:24]=2)[N:10]=[C:9]([C:4]2[CH:5]=[CH:6][C:7]([Cl:8])=[C:2]([Cl:1])[CH:3]=2)[CH:13]=1)=[O:15])([CH3:20])([CH3:19])[CH3:18], predict the reactants needed to synthesize it. The reactants are: [Cl:1][C:2]1[CH:3]=[C:4]([C:9]2[CH:13]=[C:12]([C:14]([O:16][C:17]([CH3:20])([CH3:19])[CH3:18])=[O:15])[NH:11][N:10]=2)[CH:5]=[CH:6][C:7]=1[Cl:8].Br[CH2:22][C:23]1[CH:32]=[CH:31][C:26]([C:27]([O:29][CH3:30])=[O:28])=[CH:25][N:24]=1.C(=O)([O-])[O-].[Cs+].[Cs+]. (10) Given the product [F:1][C:2]1[CH:7]=[CH:6][C:5]([C:8]2[N:12]=[C:11]([C:13]3[CH:18]=[CH:17][C:16]([F:19])=[CH:15][CH:14]=3)[N:10]([CH2:20][C:21]([N:23]3[CH2:28][CH2:27][N:26]([C:29]4[CH:34]=[C:33]([O:42][CH2:41][CH2:40][CH2:39][CH2:38][O:37][CH3:36])[N:32]=[CH:31][N:30]=4)[CH2:25][CH2:24]3)=[O:22])[N:9]=2)=[CH:4][CH:3]=1, predict the reactants needed to synthesize it. The reactants are: [F:1][C:2]1[CH:7]=[CH:6][C:5]([C:8]2[N:12]=[C:11]([C:13]3[CH:18]=[CH:17][C:16]([F:19])=[CH:15][CH:14]=3)[N:10]([CH2:20][C:21]([N:23]3[CH2:28][CH2:27][N:26]([C:29]4[CH:34]=[C:33](Cl)[N:32]=[CH:31][N:30]=4)[CH2:25][CH2:24]3)=[O:22])[N:9]=2)=[CH:4][CH:3]=1.[CH3:36][O:37][CH2:38][CH2:39][CH2:40][CH2:41][OH:42].C(=O)([O-])[O-].[K+].[K+].